The task is: Predict the product of the given reaction.. This data is from Forward reaction prediction with 1.9M reactions from USPTO patents (1976-2016). (1) Given the reactants [CH3:1][N:2]1[C:11]2[C:6](=[CH:7][CH:8]=[C:9]([C:12](OC)=[O:13])[CH:10]=2)[CH2:5][CH2:4][CH2:3]1.[H-].[H-].[H-].[H-].[Li+].[Al+3], predict the reaction product. The product is: [CH3:1][N:2]1[C:11]2[C:6](=[CH:7][CH:8]=[C:9]([CH2:12][OH:13])[CH:10]=2)[CH2:5][CH2:4][CH2:3]1. (2) Given the reactants [N:1]1([C:7]2[CH:16]=[C:15]3[C:10]([CH2:11][CH2:12][CH2:13][C:14]3=[N:17]O)=[CH:9][CH:8]=2)[CH2:6][CH2:5][O:4][CH2:3][CH2:2]1.[H][H], predict the reaction product. The product is: [N:1]1([C:7]2[CH:16]=[C:15]3[C:10]([CH2:11][CH2:12][CH2:13][CH:14]3[NH2:17])=[CH:9][CH:8]=2)[CH2:6][CH2:5][O:4][CH2:3][CH2:2]1.